From a dataset of Forward reaction prediction with 1.9M reactions from USPTO patents (1976-2016). Predict the product of the given reaction. (1) Given the reactants CON(C)[C:4]([C@H:6]1[CH2:11][N:10]([C:12]([O:14][C:15]([CH3:18])([CH3:17])[CH3:16])=[O:13])[C@H:9]([CH3:19])[CH2:8][CH2:7]1)=[O:5].[CH3:21][Mg]Br.O, predict the reaction product. The product is: [C:4]([C@H:6]1[CH2:11][N:10]([C:12]([O:14][C:15]([CH3:16])([CH3:17])[CH3:18])=[O:13])[C@H:9]([CH3:19])[CH2:8][CH2:7]1)(=[O:5])[CH3:21]. (2) Given the reactants Br[C:2]1[CH:7]=[CH:6][C:5]([C:8]2[N:13]=[C:12]([C:14]3[CH:19]=[CH:18][CH:17]=[CH:16][CH:15]=3)[N:11]=[C:10]([C:20]3[CH:25]=[CH:24][CH:23]=[CH:22][CH:21]=3)[N:9]=2)=[CH:4][CH:3]=1.[C:26]1([C:32]2[C:33]3[C:38]([C:39]([C:49]4[CH:54]=[CH:53][CH:52]=[CH:51][CH:50]=4)=[C:40]4[C:45]=2[CH:44]=[C:43](B(O)O)[CH:42]=[CH:41]4)=[CH:37][CH:36]=[CH:35][CH:34]=3)[CH:31]=[CH:30][CH:29]=[CH:28][CH:27]=1.C(=O)([O-])[O-].[Na+].[Na+], predict the reaction product. The product is: [C:26]1([C:32]2[C:33]3[C:38]([C:39]([C:49]4[CH:54]=[CH:53][CH:52]=[CH:51][CH:50]=4)=[C:40]4[C:45]=2[CH:44]=[C:43]([C:17]2[CH:16]=[CH:15][C:14]([C:12]5[N:13]=[C:8]([C:5]6[CH:6]=[CH:7][CH:2]=[CH:3][CH:4]=6)[N:9]=[C:10]([C:20]6[CH:25]=[CH:24][CH:23]=[CH:22][CH:21]=6)[N:11]=5)=[CH:19][CH:18]=2)[CH:42]=[CH:41]4)=[CH:37][CH:36]=[CH:35][CH:34]=3)[CH:31]=[CH:30][CH:29]=[CH:28][CH:27]=1.